This data is from Forward reaction prediction with 1.9M reactions from USPTO patents (1976-2016). The task is: Predict the product of the given reaction. (1) Given the reactants [C:1]([CH:3]1[CH2:8][CH2:7][N:6]([C:9]([O:11][C:12]([CH3:15])([CH3:14])[CH3:13])=[O:10])[CH2:5][CH2:4]1)#[N:2].[Li+].C[Si]([N-][Si](C)(C)C)(C)C.[C:26](Cl)(=[O:30])[O:27][CH2:28][CH3:29], predict the reaction product. The product is: [C:1]([C:3]1([C:26]([O:27][CH2:28][CH3:29])=[O:30])[CH2:8][CH2:7][N:6]([C:9]([O:11][C:12]([CH3:15])([CH3:14])[CH3:13])=[O:10])[CH2:5][CH2:4]1)#[N:2]. (2) Given the reactants [Cl:1][C:2]1[CH:3]=[C:4]([N:9]([CH2:21][CH2:22][CH2:23][N:24]2[CH2:31][CH:30]3[CH:26]([CH2:27][NH:28][CH2:29]3)[CH2:25]2)[C:10]([CH:12]2[CH2:17][CH2:16][N:15]([C:18](=[O:20])[CH3:19])[CH2:14][CH2:13]2)=[O:11])[CH:5]=[CH:6][C:7]=1[CH3:8].Cl[C:33]1[N:41]=[CH:40][CH:39]=[CH:38][C:34]=1[C:35](Cl)=[O:36].CC[N:44]([CH:48]([CH3:50])C)[CH:45](C)C.N1CCC1, predict the reaction product. The product is: [N:44]1([C:33]2[C:34]([C:35]([N:28]3[CH2:29][CH:30]4[CH2:31][N:24]([CH2:23][CH2:22][CH2:21][N:9]([C:4]5[CH:5]=[CH:6][C:7]([CH3:8])=[C:2]([Cl:1])[CH:3]=5)[C:10]([CH:12]5[CH2:17][CH2:16][N:15]([C:18](=[O:20])[CH3:19])[CH2:14][CH2:13]5)=[O:11])[CH2:25][CH:26]4[CH2:27]3)=[O:36])=[CH:38][CH:39]=[CH:40][N:41]=2)[CH2:45][CH2:50][CH2:48]1. (3) Given the reactants [O:1]1[C:5]2[CH:6]=[CH:7][CH:8]=[CH:9][C:4]=2[CH:3]=[C:2]1[CH:10]1[CH2:15][CH2:14][CH:13]([C:16]([OH:18])=O)[CH2:12][CH2:11]1.Cl.CN(C)CCCN=C=NCC.[C:31]1([S:41]([NH2:44])(=[O:43])=[O:42])[C:32]([S:37]([NH2:40])(=[O:39])=[O:38])=[CH:33][CH:34]=[CH:35][CH:36]=1, predict the reaction product. The product is: [O:1]1[C:5]2[CH:6]=[CH:7][CH:8]=[CH:9][C:4]=2[CH:3]=[C:2]1[CH:10]1[CH2:11][CH2:12][CH:13]([C:16]([NH:44][S:41]([C:31]2[CH:36]=[CH:35][CH:34]=[CH:33][C:32]=2[S:37](=[O:39])(=[O:38])[NH2:40])(=[O:43])=[O:42])=[O:18])[CH2:14][CH2:15]1. (4) Given the reactants [Cl:1][C:2]1[CH:3]=[C:4]([CH:14]=[CH:15][C:16]=1[Cl:17])[CH2:5][N:6]1[CH2:11][CH2:10][O:9][CH:8]([CH2:12][NH2:13])[CH2:7]1.[O:18]1[CH:22]=[CH:21][CH:20]=[C:19]1[CH2:23][C:24](O)=[O:25], predict the reaction product. The product is: [Cl:1][C:2]1[CH:3]=[C:4]([CH:14]=[CH:15][C:16]=1[Cl:17])[CH2:5][N:6]1[CH2:11][CH2:10][O:9][CH:8]([CH2:12][NH:13][C:24](=[O:25])[CH2:23][C:19]2[O:18][CH:22]=[CH:21][CH:20]=2)[CH2:7]1. (5) The product is: [CH2:1]([NH:8][C:9]([C:11]1[C:28](=[O:29])[N:27]([OH:30])[C:14]2[N:15]=[CH:16][N:17]=[C:18]([NH:19][CH2:20][C:21]3[CH:22]=[CH:23][CH:24]=[CH:25][CH:26]=3)[C:13]=2[C:12]=1[OH:38])=[O:10])[C:2]1[CH:3]=[CH:4][CH:5]=[CH:6][CH:7]=1. Given the reactants [CH2:1]([NH:8][C:9]([C:11]1[C:28](=[O:29])[N:27]([O:30]CC2C=CC=CC=2)[C:14]2[N:15]=[CH:16][N:17]=[C:18]([NH:19][CH2:20][C:21]3[CH:26]=[CH:25][CH:24]=[CH:23][CH:22]=3)[C:13]=2[C:12]=1[OH:38])=[O:10])[C:2]1[CH:7]=[CH:6][CH:5]=[CH:4][CH:3]=1.O1CCOCC1.[H][H], predict the reaction product. (6) Given the reactants FC(F)(F)C(O)=O.[NH2:8][C:9]1[N:18]=[C:17]([C:19]([N:21]2[CH2:29][C:28]3[C:23](=[CH:24][CH:25]=[CH:26][CH:27]=3)[CH2:22]2)=[O:20])[C:16]2[C:11](=[CH:12][CH:13]=[C:14]([CH:30]([C:41]([O:43][CH2:44][CH3:45])=[O:42])[CH2:31][C:32](=[CH2:40])[C:33]([O:35]C(C)(C)C)=[O:34])[CH:15]=2)[N:10]=1, predict the reaction product. The product is: [CH2:44]([O:43][C:41](=[O:42])[CH:30]([C:14]1[CH:15]=[C:16]2[C:11](=[CH:12][CH:13]=1)[N:10]=[C:9]([NH2:8])[N:18]=[C:17]2[C:19]([N:21]1[CH2:29][C:28]2[C:23](=[CH:24][CH:25]=[CH:26][CH:27]=2)[CH2:22]1)=[O:20])[CH2:31][C:32](=[CH2:40])[C:33]([OH:35])=[O:34])[CH3:45]. (7) The product is: [CH:25]1([S:22]([C:17]2[CH:18]=[C:19]([O:20][CH3:21])[C:14]([NH:13][S:10]([CH2:9][C:4]3[CH:5]=[C:6]([Cl:8])[CH:7]=[C:2]([Cl:1])[CH:3]=3)(=[O:11])=[O:12])=[N:15][CH:16]=2)(=[O:24])=[O:23])[CH2:27][CH2:34][CH2:29][CH2:26]1. Given the reactants [Cl:1][C:2]1[CH:3]=[C:4]([CH2:9][S:10]([NH:13][C:14]2[C:19]([O:20][CH3:21])=[CH:18][C:17]([S:22]([CH:25]([CH3:27])[CH3:26])(=[O:24])=[O:23])=[CH:16][N:15]=2)(=[O:12])=[O:11])[CH:5]=[C:6]([Cl:8])[CH:7]=1.Cl[C:29]1C=C(CS(NC2C(OC)=CC(SC(C)C)=CN=2)(=O)=O)C=C(Cl)[CH:34]=1, predict the reaction product.